This data is from Reaction yield outcomes from USPTO patents with 853,638 reactions. The task is: Predict the reaction yield, written as a fraction of the theoretical maximum amount of product (1.0 means a 100% yield; for example, 0.34 means a 34% yield). (1) The reactants are [CH3:1][O:2][C:3](=[O:11])[C:4]1[CH:9]=[CH:8][C:7]([OH:10])=[N:6][CH:5]=1.[CH3:12][C:13]1[O:17][C:16]([C:18]2[CH:23]=[CH:22][CH:21]=[CH:20][CH:19]=2)=[N:15][C:14]=1[CH2:24][CH2:25]O.C1(P(C2C=CC=CC=2)C2C=CC=CC=2)C=CC=CC=1.CCOC(/N=N/C(OCC)=O)=O. The catalyst is C1COCC1. The product is [CH3:1][O:2][C:3](=[O:11])[C:4]1[CH:9]=[CH:8][C:7]([O:10][CH2:25][CH2:24][C:14]2[N:15]=[C:16]([C:18]3[CH:23]=[CH:22][CH:21]=[CH:20][CH:19]=3)[O:17][C:13]=2[CH3:12])=[N:6][CH:5]=1. The yield is 0.390. (2) The reactants are [OH:1][CH2:2][C@@H:3]([NH:6][C:7](=[O:13])[O:8][C:9]([CH3:12])([CH3:11])[CH3:10])[CH:4]=[CH2:5].[C@H]1(N[C:21]([C:23]2C3C(=CC=CC=3)C=[CH:25][C:24]=2P(C2C=CC=CC=2)C2C=CC=CC=2)=[O:22])CCCC[C@@H]1N[C:21]([C:23]1C2C(=CC=CC=2)C=[CH:25][C:24]=1P(C1C=CC=CC=1)C1C=CC=CC=1)=[O:22].C(B(CC)CC)C.C1COCC1.C(C1CO1)=C. The catalyst is CN(C)C1C=CN=CC=1.ClCCl.C([O-])(O)=O.[Na+].C1C=CC(/C=C/C(/C=C/C2C=CC=CC=2)=O)=CC=1.C1C=CC(/C=C/C(/C=C/C2C=CC=CC=2)=O)=CC=1.C1C=CC(/C=C/C(/C=C/C2C=CC=CC=2)=O)=CC=1.[Pd].[Pd]. The product is [OH:22][CH2:21][CH:23]([O:1][CH2:2][C@@H:3]([NH:6][C:7](=[O:13])[O:8][C:9]([CH3:12])([CH3:11])[CH3:10])[CH:4]=[CH2:5])[CH:24]=[CH2:25]. The yield is 0.490. (3) The reactants are Cl[C:2]1[C:3]2[N:14]=[N:13][N:12]([C@H:15]3[C@@H:19]4[O:20][C:21]([CH3:24])([CH3:23])[O:22][C@@H:18]4[C@@H:17]([O:25][CH2:26][CH2:27][OH:28])[CH2:16]3)[C:4]=2[N:5]=[C:6]([S:8][CH2:9][CH2:10][CH3:11])[N:7]=1.[F:29][C:30]1[CH:31]=[C:32]([C@@H:37]2[CH2:39][C@H:38]2[NH2:40])[CH:33]=[CH:34][C:35]=1[F:36].C(N(CC)C(C)C)(C)C.O. The catalyst is ClCCl. The product is [F:29][C:30]1[CH:31]=[C:32]([C@@H:37]2[CH2:39][C@H:38]2[NH:40][C:2]2[C:3]3[N:14]=[N:13][N:12]([C@H:15]4[C@@H:19]5[O:20][C:21]([CH3:24])([CH3:23])[O:22][C@@H:18]5[C@@H:17]([O:25][CH2:26][CH2:27][OH:28])[CH2:16]4)[C:4]=3[N:5]=[C:6]([S:8][CH2:9][CH2:10][CH3:11])[N:7]=2)[CH:33]=[CH:34][C:35]=1[F:36]. The yield is 0.930. (4) The reactants are C(S[C:4]1[CH:10]=[C:9]([C:11]2[C:12]([C:17]3[CH:22]=[CH:21][CH:20]=[CH:19][C:18]=3[F:23])=[N:13][N:14]([CH3:16])[CH:15]=2)[CH:8]=[CH:7][C:5]=1[NH2:6])C.[CH:24]1C=C(Cl)C=C(C(OO)=O)[CH:25]=1.[S:35]([O-:39])([O-])(=[O:37])=S.[Na+].[Na+].C([O-])(O)=O.[Na+]. The catalyst is C1COCC1.CCOC(C)=O.C(Cl)Cl. The product is [CH2:24]([S:35]([C:7]1[CH:8]=[C:9]([C:11]2[C:12]([C:17]3[CH:22]=[CH:21][CH:20]=[CH:19][C:18]=3[F:23])=[N:13][N:14]([CH3:16])[CH:15]=2)[CH:10]=[CH:4][C:5]=1[NH2:6])(=[O:39])=[O:37])[CH3:25]. The yield is 0.850. (5) The reactants are [CH2:1]([O:3][C:4](=[O:17])[CH2:5][CH:6]([CH3:16])[C:7]([C:9]1[CH:14]=[CH:13][C:12]([OH:15])=[CH:11][CH:10]=1)=[O:8])[CH3:2].Br[CH2:19][CH2:20][CH2:21][Cl:22].C([O-])([O-])=O.[K+].[K+]. The catalyst is CC(C)=O. The product is [CH2:1]([O:3][C:4](=[O:17])[CH2:5][CH:6]([CH3:16])[C:7]([C:9]1[CH:10]=[CH:11][C:12]([O:15][CH2:19][CH2:20][CH2:21][Cl:22])=[CH:13][CH:14]=1)=[O:8])[CH3:2]. The yield is 0.560. (6) The catalyst is CO. The reactants are [BH4-].[Na+].[O:3]=[C:4]1[C:9]([CH2:10][C:11]2[CH:16]=[CH:15][C:14]([C:17]3[C:18]([C:23]#[N:24])=[CH:19][CH:20]=[CH:21][CH:22]=3)=[CH:13][CH:12]=2)=[C:8]([CH2:25][CH2:26][CH3:27])[N:7]2[N:28]=[CH:29][N:30]=[C:6]2[N:5]1[CH:31]1[CH2:36][CH2:35][C:34](=[O:37])[CH2:33][CH2:32]1.O1CCCC1.[Cl-].[NH4+]. The yield is 0.130. The product is [OH:37][C@@H:34]1[CH2:35][CH2:36][C@H:31]([N:5]2[C:4](=[O:3])[C:9]([CH2:10][C:11]3[CH:16]=[CH:15][C:14]([C:17]4[C:18]([C:23]#[N:24])=[CH:19][CH:20]=[CH:21][CH:22]=4)=[CH:13][CH:12]=3)=[C:8]([CH2:25][CH2:26][CH3:27])[N:7]3[N:28]=[CH:29][N:30]=[C:6]23)[CH2:32][CH2:33]1. (7) The catalyst is CO. The product is [F:31][C:2]1([F:1])[O:6][C:5]2[CH:7]=[CH:8][C:9]([NH:11][C:12]([C:14]3[CH:19]=[CH:18][CH:17]=[CH:16][C:15]=3[NH:20][CH2:21][C:22]3[CH:27]=[CH:26][N:25]=[C:24]([C:28]([NH:30][CH2:46][C:44]4[O:45][CH:48]=[CH:49][CH:43]=4)=[O:29])[CH:23]=3)=[O:13])=[CH:10][C:4]=2[O:3]1. The yield is 0.560. The reactants are [F:1][C:2]1([F:31])[O:6][C:5]2[CH:7]=[CH:8][C:9]([NH:11][C:12]([C:14]3[CH:19]=[CH:18][CH:17]=[CH:16][C:15]=3[NH:20][CH2:21][C:22]3[CH:27]=[CH:26][N:25]=[C:24]([C:28]([NH2:30])=[O:29])[CH:23]=3)=[O:13])=[CH:10][C:4]=2[O:3]1.COC(OC)N(C)C.FC1(F)[O:45][C:44]2[CH:46]=C[C:48](NC(C3C=CC=CC=3NCC3C=CN=C(C(OC)=O)C=3)=O)=[CH:49][C:43]=2O1.O1C=CC=C1CN. (8) The reactants are Br[C:2]1[N:6]([S:7]([C:10]2[CH:11]=[N:12][CH:13]=[CH:14][CH:15]=2)(=[O:9])=[O:8])[CH:5]=[C:4]([CH2:16][N:17]([CH3:25])[C:18](=[O:24])[O:19][C:20]([CH3:23])([CH3:22])[CH3:21])[CH:3]=1.[F:26][C:27]1[CH:32]=[CH:31][C:30](B(O)O)=[C:29]([CH3:36])[CH:28]=1.C(=O)([O-])[O-].[Na+].[Na+]. The catalyst is C1C=CC([P]([Pd]([P](C2C=CC=CC=2)(C2C=CC=CC=2)C2C=CC=CC=2)([P](C2C=CC=CC=2)(C2C=CC=CC=2)C2C=CC=CC=2)[P](C2C=CC=CC=2)(C2C=CC=CC=2)C2C=CC=CC=2)(C2C=CC=CC=2)C2C=CC=CC=2)=CC=1. The product is [F:26][C:27]1[CH:32]=[CH:31][C:30]([C:2]2[N:6]([S:7]([C:10]3[CH:11]=[N:12][CH:13]=[CH:14][CH:15]=3)(=[O:9])=[O:8])[CH:5]=[C:4]([CH2:16][N:17]([CH3:25])[C:18](=[O:24])[O:19][C:20]([CH3:23])([CH3:22])[CH3:21])[CH:3]=2)=[C:29]([CH3:36])[CH:28]=1. The yield is 0.670. (9) The reactants are [I:1][C:2]1[CH:3]=[C:4]([CH2:8][CH2:9][OH:10])[CH:5]=[CH:6][CH:7]=1.[H-].[Na+].[CH2:13](Br)[C:14]1[CH:19]=[CH:18][CH:17]=[CH:16][CH:15]=1. The catalyst is O1CCCC1.[Br-].C([N+](CCCC)(CCCC)CCCC)CCC. The product is [CH2:13]([O:10][CH2:9][CH2:8][C:4]1[CH:5]=[CH:6][CH:7]=[C:2]([I:1])[CH:3]=1)[C:14]1[CH:19]=[CH:18][CH:17]=[CH:16][CH:15]=1. The yield is 0.750. (10) The reactants are Cl[C:2]1[CH:7]=[CH:6][CH:5]=[C:4](Cl)[C:3]=1[C:9]1[N:13]2[C:14]3[CH:15]=[CH:16][CH:17]=[CH:18][C:19]=3[C:20]3[CH:21]=[CH:22][CH:23]=[CH:24][C:25]=3[C:12]2=[N:11][CH:10]=1.[C:26]1(B(O)O)[CH:31]=[CH:30][CH:29]=[CH:28][CH:27]=1.[CH:35]1(P([CH:35]2[CH2:40][CH2:39][CH2:38][CH2:37][CH2:36]2)C2C=CC=CC=2C2C(OC)=CC=CC=2OC)[CH2:40][CH2:39][CH2:38][CH2:37][CH2:36]1.[O-]P([O-])([O-])=O.[K+].[K+].[K+]. The catalyst is CC([O-])=O.CC([O-])=O.[Pd+2].C1(C)C=CC=CC=1. The product is [C:26]1([C:2]2[CH:7]=[CH:6][CH:5]=[C:4]([C:35]3[CH:40]=[CH:39][CH:38]=[CH:37][CH:36]=3)[C:3]=2[C:9]2[N:13]3[C:14]4[CH:15]=[CH:16][CH:17]=[CH:18][C:19]=4[C:20]4[CH:21]=[CH:22][CH:23]=[CH:24][C:25]=4[C:12]3=[N:11][CH:10]=2)[CH:31]=[CH:30][CH:29]=[CH:28][CH:27]=1. The yield is 0.620.